This data is from Full USPTO retrosynthesis dataset with 1.9M reactions from patents (1976-2016). The task is: Predict the reactants needed to synthesize the given product. (1) Given the product [C:1]([O:5][C:6]([N:8]1[CH2:9][CH2:10][C:11]([C:14]2[CH:19]=[CH:18][C:17]([Br:20])=[CH:16][CH:15]=2)([CH2:21][O:37][C:33]2[CH:34]=[CH:35][CH:36]=[C:31]([O:30][CH3:29])[CH:32]=2)[CH2:12][CH2:13]1)=[O:7])([CH3:2])([CH3:4])[CH3:3], predict the reactants needed to synthesize it. The reactants are: [C:1]([O:5][C:6]([N:8]1[CH2:13][CH2:12][C:11]([CH2:21]Br)([C:14]2[CH:19]=[CH:18][C:17]([Br:20])=[CH:16][CH:15]=2)[CH2:10][CH2:9]1)=[O:7])([CH3:4])([CH3:3])[CH3:2].C(=O)([O-])[O-].[Cs+].[Cs+].[CH3:29][O:30][C:31]1[CH:32]=[C:33]([OH:37])[CH:34]=[CH:35][CH:36]=1. (2) Given the product [CH2:1]([C:3]1[N:4]([C:28]2[CH:33]=[CH:32][C:31]([O:34][C@@H:39]3[CH2:38][CH2:37][CH2:36][CH2:35][C@H:40]3[OH:41])=[CH:30][CH:29]=2)[C:5](=[O:27])[C:6]([CH2:12][C:13]2[CH:18]=[CH:17][C:16]([C:19]3[C:20]([C:25]#[N:26])=[CH:21][CH:22]=[CH:23][CH:24]=3)=[CH:15][CH:14]=2)=[C:7]([CH2:9][CH2:10][CH3:11])[N:8]=1)[CH3:2], predict the reactants needed to synthesize it. The reactants are: [CH2:1]([C:3]1[N:4]([C:28]2[CH:33]=[CH:32][C:31]([OH:34])=[CH:30][CH:29]=2)[C:5](=[O:27])[C:6]([CH2:12][C:13]2[CH:18]=[CH:17][C:16]([C:19]3[C:20]([C:25]#[N:26])=[CH:21][CH:22]=[CH:23][CH:24]=3)=[CH:15][CH:14]=2)=[C:7]([CH2:9][CH2:10][CH3:11])[N:8]=1)[CH3:2].[CH:35]12[O:41][CH:40]1[CH2:39][CH2:38][CH2:37][CH2:36]2.C(=O)([O-])[O-].[Cs+].[Cs+]. (3) Given the product [C:20]([O:19][C:18](=[O:24])[NH:2][C@H:3]1[CH2:7][CH2:6][CH2:5][C@H:4]1[OH:8])([CH3:23])([CH3:22])[CH3:21], predict the reactants needed to synthesize it. The reactants are: Cl.[NH2:2][C@H:3]1[CH2:7][CH2:6][CH2:5][C@H:4]1[OH:8].C(N(CC)C(C)C)(C)C.[C:18](=O)([O:24]C(C)(C)C)[O:19][C:20]([CH3:23])([CH3:22])[CH3:21]. (4) Given the product [ClH:2].[Cl:2][C:3]1[CH:4]=[CH:5][C:6]([S:11]([CH3:12])=[O:21])=[C:7]([CH2:9][NH2:10])[CH:8]=1, predict the reactants needed to synthesize it. The reactants are: Cl.[Cl:2][C:3]1[CH:4]=[CH:5][C:6]([S:11][CH3:12])=[C:7]([CH2:9][NH2:10])[CH:8]=1.C(N(CC)CC)C.C(OC(OC(C)(C)C)=O)(OC(C)(C)C)=[O:21].Cl. (5) Given the product [F:1][C:2]1[CH:7]=[CH:6][CH:5]=[CH:4][C:3]=1[N:8]1[C:16]2[C:11](=[C:12]([N:17]3[CH2:24][C@H:23]4[C@H:19]([CH2:20][NH:21][CH2:22]4)[C:18]3=[O:33])[CH:13]=[CH:14][CH:15]=2)[CH:10]=[N:9]1, predict the reactants needed to synthesize it. The reactants are: [F:1][C:2]1[CH:7]=[CH:6][CH:5]=[CH:4][C:3]=1[N:8]1[C:16]2[C:11](=[C:12]([N:17]3[CH2:24][C@H:23]4[C@H:19]([CH2:20][N:21]([C@@H](C5C=CC=CC=5)C)[CH2:22]4)[C:18]3=[O:33])[CH:13]=[CH:14][CH:15]=2)[CH:10]=[N:9]1.ClC(OC(Cl)C)=O. (6) Given the product [F:23][C:13]1[CH:14]=[CH:15][CH:16]=[C:17]([N:18]2[N:19]=[CH:20][CH:21]=[N:22]2)[C:12]=1[C:10]([N:4]1[CH2:5][CH2:6][CH2:7][C@@H:8]([CH3:9])[C@H:3]1[CH2:2][NH:1][C:25]1[CH:30]=[CH:29][C:28]([C:31]([F:34])([F:33])[F:32])=[CH:27][N:26]=1)=[O:11], predict the reactants needed to synthesize it. The reactants are: [NH2:1][CH2:2][C@@H:3]1[C@H:8]([CH3:9])[CH2:7][CH2:6][CH2:5][N:4]1[C:10]([C:12]1[C:17]([N:18]2[N:22]=[CH:21][CH:20]=[N:19]2)=[CH:16][CH:15]=[CH:14][C:13]=1[F:23])=[O:11].F[C:25]1[CH:30]=[CH:29][C:28]([C:31]([F:34])([F:33])[F:32])=[CH:27][N:26]=1. (7) Given the product [C:9]([Si:6]([CH3:7])([CH3:8])[O:5][CH2:1][CH2:2][CH2:3][CH2:4][C:31]1[CH:36]=[CH:35][CH:34]=[C:33]([S:37]([CH3:40])(=[O:39])=[O:38])[CH:32]=1)([CH3:12])([CH3:11])[CH3:10], predict the reactants needed to synthesize it. The reactants are: [CH2:1]([O:5][Si:6]([C:9]([CH3:12])([CH3:11])[CH3:10])([CH3:8])[CH3:7])[CH2:2][CH:3]=[CH2:4].C12BC(CCC1)CCC2.P([O-])([O-])([O-])=O.[K+].[K+].[K+].Br[C:31]1[CH:36]=[CH:35][CH:34]=[C:33]([S:37]([CH3:40])(=[O:39])=[O:38])[CH:32]=1. (8) Given the product [Cl:1][C:2]1[CH:3]=[CH:4][C:5]([O:6][C:7]2[CH:8]=[CH:9][C:10]([N:13]3[C@@H:17]([C:18]4[CH:23]=[CH:22][CH:21]=[C:20]([C:24]([F:26])([F:25])[F:27])[CH:19]=4)[CH2:16][N:15]([CH2:34][CH2:33][S:35]([CH3:38])(=[O:37])=[O:36])[C:14]3=[O:28])=[CH:11][CH:12]=2)=[CH:29][CH:30]=1.[Cl:1][C:2]1[CH:3]=[CH:4][C:5]([O:6][C:7]2[CH:8]=[CH:9][C:10]([N:13]3[C@@H:17]([C:18]4[CH:23]=[CH:22][CH:21]=[C:20]([C:24]([F:25])([F:27])[F:26])[CH:19]=4)[CH2:16][NH:15][C:14]3=[O:28])=[CH:11][CH:12]=2)=[CH:29][CH:30]=1, predict the reactants needed to synthesize it. The reactants are: [Cl:1][C:2]1[CH:30]=[CH:29][C:5]([O:6][C:7]2[CH:12]=[CH:11][C:10]([N:13]3[C@@H:17]([C:18]4[CH:23]=[CH:22][CH:21]=[C:20]([C:24]([F:27])([F:26])[F:25])[CH:19]=4)[CH2:16][NH:15][C:14]3=[O:28])=[CH:9][CH:8]=2)=[CH:4][CH:3]=1.[H-].[Na+].[CH:33]([S:35]([CH3:38])(=[O:37])=[O:36])=[CH2:34].[NH4+].[Cl-]. (9) The reactants are: [NH2:1][C:2]1[N:10]=[CH:9][N:8]=[C:7]2[C:3]=1[N:4]=[CH:5][N:6]2[CH:11]1[O:15][CH:14]([CH2:16][CH:17]([P:26](=[O:29])([OH:28])[OH:27])S(C2C=CC=CC=2)=O)[CH:13]([F:30])[CH:12]1[OH:31].C(N(CCCC)CCCC)CCC.C[Si](Cl)(C)C. Given the product [NH2:1][C:2]1[N:10]=[CH:9][N:8]=[C:7]2[C:3]=1[N:4]=[CH:5][N:6]2[CH:11]1[O:15][CH:14]([CH:16]=[CH:17][P:26](=[O:27])([OH:28])[OH:29])[CH:13]([F:30])[CH:12]1[OH:31], predict the reactants needed to synthesize it. (10) Given the product [N:30]1([C:34]([C:36]2[CH:37]=[N:38][N:39]([CH3:46])[C:40]=2[C:41]([NH:18][C:4]2[C:3]([CH3:2])=[CH:8][N:7]3[N:9]=[C:10]([C:12]4[CH:17]=[CH:16][CH:15]=[CH:14][CH:13]=4)[N:11]=[C:6]3[CH:5]=2)=[O:42])=[O:35])[CH2:31][CH2:32][CH2:33]1, predict the reactants needed to synthesize it. The reactants are: Cl.[CH3:2][C:3]1[C:4]([NH2:18])=[CH:5][C:6]2[N:7]([N:9]=[C:10]([C:12]3[CH:17]=[CH:16][CH:15]=[CH:14][CH:13]=3)[N:11]=2)[CH:8]=1.C(N(CC)CC)C.C[Al](C)C.[N:30]1([C:34]([C:36]2[CH:37]=[N:38][N:39]([CH3:46])[C:40]=2[C:41](OCC)=[O:42])=[O:35])[CH2:33][CH2:32][CH2:31]1.C(N(C(C)C)C(C)C)C.